Dataset: Orexin1 receptor HTS with 218,158 compounds and 233 confirmed actives. Task: Binary Classification. Given a drug SMILES string, predict its activity (active/inactive) in a high-throughput screening assay against a specified biological target. (1) The drug is S(c1n(CCNC(=O)C)c(=O)c2c(n1)cccc2)CC(=O)NCc1occc1. The result is 0 (inactive). (2) The compound is Brc1ccc(/C(=N\NC(=O)CNc2cc(ccc2)C(F)(F)F)C)cc1. The result is 0 (inactive). (3) The molecule is Clc1ccc(OCc2oc(N3CCN(CC3)c3ccc(OC)cc3)c(n2)C#N)cc1. The result is 0 (inactive). (4) The molecule is o1c(c(cc1C)C(=O)N\N=C(\Cc1ccccc1)CC)C. The result is 0 (inactive). (5) The compound is O(c1ccc(NC(=O)c2ncccc2)cc1)C. The result is 0 (inactive). (6) The molecule is S(=O)(=O)(N(C)C)c1ccc(cc1)C(=O)NC(=S)Nc1scc(n1)c1cc(OC)c(OC)cc1. The result is 0 (inactive). (7) The molecule is Brc1ccc(S(=O)(=O)Nc2sc3CCCCc3n2)cc1. The result is 0 (inactive).